Task: Regression. Given a peptide amino acid sequence and an MHC pseudo amino acid sequence, predict their binding affinity value. This is MHC class I binding data.. Dataset: Peptide-MHC class I binding affinity with 185,985 pairs from IEDB/IMGT (1) The peptide sequence is NVGRILGYV. The MHC is HLA-A02:11 with pseudo-sequence HLA-A02:11. The binding affinity (normalized) is 0.936. (2) The peptide sequence is GMVTLYLGV. The MHC is HLA-A02:03 with pseudo-sequence HLA-A02:03. The binding affinity (normalized) is 0.767. (3) The peptide sequence is NIQKITVFNK. The MHC is HLA-A68:01 with pseudo-sequence HLA-A68:01. The binding affinity (normalized) is 0.684.